This data is from Full USPTO retrosynthesis dataset with 1.9M reactions from patents (1976-2016). The task is: Predict the reactants needed to synthesize the given product. The reactants are: [CH3:1][C:2]1[CH:7]=[CH:6][N:5]=[C:4]([F:8])[CH:3]=1.[Br:9]N1C(=O)CCC1=O.CCCCCC. Given the product [Br:9][CH2:1][C:2]1[CH:7]=[CH:6][N:5]=[C:4]([F:8])[CH:3]=1, predict the reactants needed to synthesize it.